This data is from Full USPTO retrosynthesis dataset with 1.9M reactions from patents (1976-2016). The task is: Predict the reactants needed to synthesize the given product. Given the product [NH2:26][C:27]1[N:34]=[CH:33][C:32]([C:2]#[C:1][C:3]2[CH:4]=[N:5][N:6]3[C:11]([C:12]([F:14])([F:13])[F:15])=[CH:10][C:9]([C:16]4[CH:21]=[CH:20][C:19]([C:22]([F:25])([F:24])[F:23])=[CH:18][CH:17]=4)=[N:8][C:7]=23)=[CH:31][C:28]=1[C:29]#[N:30], predict the reactants needed to synthesize it. The reactants are: [C:1]([C:3]1[CH:4]=[N:5][N:6]2[C:11]([C:12]([F:15])([F:14])[F:13])=[CH:10][C:9]([C:16]3[CH:21]=[CH:20][C:19]([C:22]([F:25])([F:24])[F:23])=[CH:18][CH:17]=3)=[N:8][C:7]=12)#[CH:2].[NH2:26][C:27]1[N:34]=[CH:33][C:32](Br)=[CH:31][C:28]=1[C:29]#[N:30].